Dataset: Full USPTO retrosynthesis dataset with 1.9M reactions from patents (1976-2016). Task: Predict the reactants needed to synthesize the given product. Given the product [CH3:24][O:25][CH2:26][CH2:27][O:28][CH2:29][CH2:30][O:31][CH2:32][CH2:33][O:34][CH2:35][CH2:36][O:37][CH2:38][CH2:39][O:40][CH2:41][CH2:42][O:43][CH2:44][CH2:45][O:46][CH2:47][CH2:48][NH:49][C:20]([C@@H:15]1[CH2:16][CH2:17][CH2:18][CH2:19][N:14]1[CH2:13][CH2:12][N:11]([CH3:23])[C:9](=[O:10])[O:8][CH2:1][C:2]1[CH:3]=[CH:4][CH:5]=[CH:6][CH:7]=1)=[O:22], predict the reactants needed to synthesize it. The reactants are: [CH2:1]([O:8][C:9]([N:11]([CH3:23])[CH2:12][CH2:13][N:14]1[CH2:19][CH2:18][CH2:17][CH2:16][C@H:15]1[C:20]([OH:22])=O)=[O:10])[C:2]1[CH:7]=[CH:6][CH:5]=[CH:4][CH:3]=1.[CH3:24][O:25][CH2:26][CH2:27][O:28][CH2:29][CH2:30][O:31][CH2:32][CH2:33][O:34][CH2:35][CH2:36][O:37][CH2:38][CH2:39][O:40][CH2:41][CH2:42][O:43][CH2:44][CH2:45][O:46][CH2:47][CH2:48][NH2:49].CCN(C(C)C)C(C)C.CN(C(ON1N=NC2C=CC=NC1=2)=[N+](C)C)C.F[P-](F)(F)(F)(F)F.